Dataset: Forward reaction prediction with 1.9M reactions from USPTO patents (1976-2016). Task: Predict the product of the given reaction. (1) Given the reactants [ClH:1].[CH3:2][C:3]1[CH:11]=[CH:10][C:6]([C:7](=[NH:9])O)=[CH:5][CH:4]=1.[NH3:12].CO.[Cl-].[NH4+].CCO, predict the reaction product. The product is: [ClH:1].[CH3:2][C:3]1[CH:11]=[CH:10][C:6]([C:7]([NH2:12])=[NH:9])=[CH:5][CH:4]=1. (2) Given the reactants Br[C:2]1[CH:7]=[CH:6][N:5]=[C:4]2[N:8]([CH2:11][CH2:12][CH2:13][C:14]([O:16][CH2:17][CH3:18])=[O:15])[CH:9]=[CH:10][C:3]=12.[CH3:19][C:20]1([CH3:36])[C:24]([CH3:26])([CH3:25])[O:23][B:22]([B:22]2[O:23][C:24]([CH3:26])([CH3:25])[C:20]([CH3:36])([CH3:19])[O:21]2)[O:21]1.C([O-])(=O)C.[K+], predict the reaction product. The product is: [CH3:19][C:20]1([CH3:36])[C:24]([CH3:26])([CH3:25])[O:23][B:22]([C:2]2[CH:7]=[CH:6][N:5]=[C:4]3[N:8]([CH2:11][CH2:12][CH2:13][C:14]([O:16][CH2:17][CH3:18])=[O:15])[CH:9]=[CH:10][C:3]=23)[O:21]1. (3) Given the reactants [CH2:1]([N:8]1[C:16]2[CH2:15][CH2:14][NH:13][CH2:12][C:11]=2[C:10]([C:17]2[CH:22]=[CH:21][C:20]([F:23])=[C:19]([Cl:24])[CH:18]=2)=[CH:9]1)[C:2]1[CH:7]=[CH:6][CH:5]=[CH:4][CH:3]=1.C=O.[C:27](O)(=O)CC(CC(O)=O)(C(O)=O)O, predict the reaction product. The product is: [CH2:1]([N:8]1[C:16]2[CH2:15][CH2:14][N:13]([CH3:27])[CH2:12][C:11]=2[C:10]([C:17]2[CH:22]=[CH:21][C:20]([F:23])=[C:19]([Cl:24])[CH:18]=2)=[CH:9]1)[C:2]1[CH:7]=[CH:6][CH:5]=[CH:4][CH:3]=1. (4) Given the reactants [N:1]1[CH:6]=[CH:5][CH:4]=[C:3]([C:7]2[C:8](=[O:33])[NH:9][C:10](=[O:32])[N:11]([CH2:13][CH2:14][CH2:15][N:16]3[CH2:21][C@H:20]4[C@:18]([C:22]5[CH:27]=[CH:26][C:25]([C:28]([F:31])([F:30])[F:29])=[CH:24][CH:23]=5)([CH2:19]4)[CH2:17]3)[CH:12]=2)[N:2]=1.[ClH:34], predict the reaction product. The product is: [ClH:34].[N:1]1[CH:6]=[CH:5][CH:4]=[C:3]([C:7]2[C:8](=[O:33])[NH:9][C:10](=[O:32])[N:11]([CH2:13][CH2:14][CH2:15][N:16]3[CH2:21][C@H:20]4[C@:18]([C:22]5[CH:27]=[CH:26][C:25]([C:28]([F:31])([F:29])[F:30])=[CH:24][CH:23]=5)([CH2:19]4)[CH2:17]3)[CH:12]=2)[N:2]=1. (5) Given the reactants [C:1]([O:5][C:6]([N:8]1[C:12]([CH2:13][C@H:14]([NH:18][C:19](=[O:30])[CH2:20][CH2:21][NH:22][C:23]([O:25][C:26]([CH3:29])([CH3:28])[CH3:27])=[O:24])[C:15](O)=[O:16])=[CH:11][N:10]=[CH:9]1)=[O:7])([CH3:4])([CH3:3])[CH3:2].[C:31]([NH:34][C@@H:35]([CH2:39][SH:40])[C:36]([NH2:38])=[O:37])(=[O:33])[CH3:32].C(N(CC)CC)C.CCCP(=O)=O.CCOC(C)=O.C([O-])(O)=O.[Na+], predict the reaction product. The product is: [C:31]([NH:34][C@H:35]([C:36]([NH2:38])=[O:37])[CH2:39][S:40][C:15](=[O:16])[C@@H:14]([NH:18][C:19](=[O:30])[CH2:20][CH2:21][NH:22][C:23]([O:25][C:26]([CH3:29])([CH3:28])[CH3:27])=[O:24])[CH2:13][C:12]1[N:8]([C:6]([O:5][C:1]([CH3:3])([CH3:4])[CH3:2])=[O:7])[CH:9]=[N:10][CH:11]=1)(=[O:33])[CH3:32]. (6) Given the reactants [NH2:1][C@@H:2]([CH2:21][CH:22]1[CH2:27][CH2:26][CH2:25][CH2:24][CH2:23]1)[C:3]([NH:5][C@@H:6]([CH3:20])[CH2:7][NH:8][C:9]1[CH:14]=[CH:13][C:12]([O:15][C:16]([F:19])([F:18])[F:17])=[CH:11][CH:10]=1)=[O:4].[Cl:28][C:29]1[CH:30]=[C:31]([S:35](Cl)(=[O:37])=[O:36])[CH:32]=[CH:33][CH:34]=1, predict the reaction product. The product is: [Cl:28][C:29]1[CH:30]=[C:31]([S:35]([NH:1][C@@H:2]([CH2:21][CH:22]2[CH2:23][CH2:24][CH2:25][CH2:26][CH2:27]2)[C:3]([NH:5][C@@H:6]([CH3:20])[CH2:7][NH:8][C:9]2[CH:14]=[CH:13][C:12]([O:15][C:16]([F:17])([F:18])[F:19])=[CH:11][CH:10]=2)=[O:4])(=[O:37])=[O:36])[CH:32]=[CH:33][CH:34]=1.